From a dataset of Full USPTO retrosynthesis dataset with 1.9M reactions from patents (1976-2016). Predict the reactants needed to synthesize the given product. (1) Given the product [Cl:1][C:2]1[CH:11]=[CH:10][CH:9]=[C:8]2[C:3]=1[C:4]([F:13])([F:14])[CH2:5][NH:6][CH2:7]2, predict the reactants needed to synthesize it. The reactants are: [Cl:1][C:2]1[CH:11]=[CH:10][CH:9]=[C:8]2[C:3]=1[C:4]([F:14])([F:13])[C:5](=O)[NH:6][CH2:7]2.Cl. (2) Given the product [CH2:1]([O:4][CH2:5][CH:6]([O:9][CH2:15][CH2:16][CH2:17][CH2:18][CH2:19][CH2:20][CH2:21][CH2:22]/[CH:23]=[CH:24]\[CH2:25]/[CH:26]=[CH:27]\[CH2:28][CH2:29][CH2:30][CH2:31][CH3:32])[CH2:7][O:8][CH2:15][CH2:16][CH2:17][CH2:18][CH2:19][CH2:20][CH2:21][CH2:22]/[CH:23]=[CH:24]\[CH2:25]/[CH:26]=[CH:27]\[CH2:28][CH2:29][CH2:30][CH2:31][CH3:32])[CH:2]=[CH2:3], predict the reactants needed to synthesize it. The reactants are: [CH2:1]([O:4][CH2:5][CH:6]([OH:9])[CH2:7][OH:8])[CH:2]=[CH2:3].S(O[CH2:15][CH2:16][CH2:17][CH2:18][CH2:19][CH2:20][CH2:21][CH2:22]/[CH:23]=[CH:24]\[CH2:25]/[CH:26]=[CH:27]\[CH2:28][CH2:29][CH2:30][CH2:31][CH3:32])(=O)(=O)C.[OH-].[Na+]. (3) Given the product [CH3:1][O:2][C:3](=[O:19])[C:4]1[CH:13]=[C:12]([O:14][CH2:15][CH2:16][CH2:17][CH3:18])[CH:11]=[C:6]([C:7]([OH:9])=[O:8])[CH:5]=1, predict the reactants needed to synthesize it. The reactants are: [CH3:1][O:2][C:3](=[O:19])[C:4]1[CH:13]=[C:12]([O:14][CH2:15][CH2:16][CH2:17][CH3:18])[CH:11]=[C:6]([C:7]([O:9]C)=[O:8])[CH:5]=1.[OH-].[Li+].Cl. (4) Given the product [C:1]([CH:3]([C:15]1[C:20]([CH:21]([CH3:23])[CH3:22])=[C:19]([O:24][CH3:25])[N:18]=[C:17]([O:26][CH3:27])[N:16]=1)[C:4]1[CH:11]=[C:8]([C:9]#[N:10])[CH:7]=[C:6]([CH:5]=1)[C:12]#[N:13])#[N:2], predict the reactants needed to synthesize it. The reactants are: [C:1]([CH2:3][C:4]1[CH:5]=[C:6]([C:12]#[N:13])[CH:7]=[C:8]([CH:11]=1)[C:9]#[N:10])#[N:2].Cl[C:15]1[C:20]([CH:21]([CH3:23])[CH3:22])=[C:19]([O:24][CH3:25])[N:18]=[C:17]([O:26][CH3:27])[N:16]=1.[H-].[Na+]. (5) Given the product [F:14][C:2]([F:1])([F:13])[C:3]1[C:11]2[O:10][CH2:9][CH:8]([OH:12])[C:7]=2[CH:6]=[CH:5][CH:4]=1, predict the reactants needed to synthesize it. The reactants are: [F:1][C:2]([F:14])([F:13])[C:3]1[C:11]2[O:10][CH2:9][C:8](=[O:12])[C:7]=2[CH:6]=[CH:5][CH:4]=1.[BH4-].[Na+]. (6) Given the product [S:12]1[CH:13]=[CH:14][N:15]=[C:11]1[NH:10][C:34]([C:27]1[C:28]2[C:33](=[CH:32][CH:31]=[CH:30][CH:29]=2)[N:25]([CH2:2][C:3]2[CH:8]=[CH:7][C:6]([F:9])=[CH:5][CH:4]=2)[CH:26]=1)=[O:35], predict the reactants needed to synthesize it. The reactants are: Br[CH2:2][C:3]1[CH:8]=[CH:7][C:6]([F:9])=[CH:5][CH:4]=1.[NH2:10][C:11]1[S:12][CH:13]=[CH:14][N:15]=1.N1C2C(=CC=CC=2)C=C1.[NH:25]1[C:33]2[C:28](=[CH:29][CH:30]=[CH:31][CH:32]=2)[C:27]([C:34](OC)=[O:35])=[CH:26]1. (7) Given the product [Cl:26][C:24]1[CH:23]=[C:19]([CH:18]=[C:17]([Cl:16])[N:25]=1)[C:20]([N:2]([CH3:1])[C:3]1[CH:4]=[N:5][CH:6]=[CH:7][C:8]=1[C:9]1[CH:14]=[CH:13][CH:12]=[CH:11][C:10]=1[CH3:15])=[O:22], predict the reactants needed to synthesize it. The reactants are: [CH3:1][NH:2][C:3]1[CH:4]=[N:5][CH:6]=[CH:7][C:8]=1[C:9]1[CH:14]=[CH:13][CH:12]=[CH:11][C:10]=1[CH3:15].[Cl:16][C:17]1[CH:18]=[C:19]([CH:23]=[C:24]([Cl:26])[N:25]=1)[C:20]([OH:22])=O. (8) Given the product [Cl:1][C:2]1[C:3]2[C:17]([I:18])=[CH:16][N:15]([CH2:19][C:20]3[C:25]([CH3:26])=[C:24]([O:27][CH3:28])[C:23]([CH3:29])=[CH:22][N:21]=3)[C:4]=2[N:5]=[C:6]([NH2:8])[N:7]=1, predict the reactants needed to synthesize it. The reactants are: [Cl:1][C:2]1[C:3]2[C:17]([I:18])=[CH:16][N:15]([CH2:19][C:20]3[C:25]([CH3:26])=[C:24]([O:27][CH3:28])[C:23]([CH3:29])=[CH:22][N:21]=3)[C:4]=2[N:5]=[C:6]([NH:8]C(=O)C(C)(C)C)[N:7]=1.CCO.O.